This data is from Catalyst prediction with 721,799 reactions and 888 catalyst types from USPTO. The task is: Predict which catalyst facilitates the given reaction. (1) Reactant: CC(OI1(OC(C)=O)(OC(C)=O)OC(=O)C2C=CC=CC1=2)=O.[C:23]([O:27][C:28](=[O:58])[N:29]([CH2:38][C:39]1[CH:40]=[N:41][C:42]([CH3:57])=[C:43]([O:47][CH2:48][C:49]2[CH:54]=[CH:53][CH:52]=[C:51]([C:55]#[N:56])[CH:50]=2)[C:44]=1[CH2:45][OH:46])[C:30]1[CH:35]=[CH:34][C:33]([C:36]#[N:37])=[CH:32][CH:31]=1)([CH3:26])([CH3:25])[CH3:24].C(=O)(O)[O-].[Na+]. Product: [C:23]([O:27][C:28](=[O:58])[N:29]([CH2:38][C:39]1[CH:40]=[N:41][C:42]([CH3:57])=[C:43]([O:47][CH2:48][C:49]2[CH:54]=[CH:53][CH:52]=[C:51]([C:55]#[N:56])[CH:50]=2)[C:44]=1[CH:45]=[O:46])[C:30]1[CH:35]=[CH:34][C:33]([C:36]#[N:37])=[CH:32][CH:31]=1)([CH3:26])([CH3:25])[CH3:24]. The catalyst class is: 4. (2) Reactant: [F:1][C:2]1([F:24])[O:6][C:5]2[CH:7]=[CH:8][C:9]([N:11]3[CH:15]=[C:14]([CH2:16]O)[S:13]/[C:12]/3=[N:18]\[C:19](=[O:23])[N:20]([CH3:22])[CH3:21])=[CH:10][C:4]=2[O:3]1.COCCN(S(F)(F)[F:35])CCOC.C(=O)(O)[O-].[Na+]. Product: [F:1][C:2]1([F:24])[O:6][C:5]2[CH:7]=[CH:8][C:9]([N:11]3[CH:15]=[C:14]([CH2:16][F:35])[S:13]/[C:12]/3=[N:18]\[C:19](=[O:23])[N:20]([CH3:22])[CH3:21])=[CH:10][C:4]=2[O:3]1. The catalyst class is: 2. (3) Reactant: ClCCl.[CH3:4][O:5][C:6]1[CH:7]=[CH:8][CH:9]=[CH:10][C:11]=1[O:12][CH2:13][CH2:14][NH:15][CH2:16][CH:17]([OH:33])[CH2:18][O:19][C:20]1[CH:21]=[CH:22][CH:23]=[C:24]2[NH:32][C:31]3[CH:30]=[CH:29][CH:28]=[CH:27][C:26]=3[C:25]=12.[P:34](=[O:38])([OH:37])([OH:36])[OH:35]. Product: [CH3:4][O:5][C:6]1[C:11]([O:12][CH2:13][CH2:14][NH:15][CH2:16][CH:17]([OH:33])[CH2:18][O:19][C:20]2[C:25]3[C:26]4[C:31]([NH:32][C:24]=3[CH:23]=[CH:22][CH:21]=2)=[CH:30][CH:29]=[CH:28][CH:27]=4)=[CH:10][CH:9]=[CH:8][CH:7]=1.[CH3:4][O:5][C:6]1[C:11]([O:12][CH2:13][CH2:14][NH:15][CH2:16][CH:17]([OH:33])[CH2:18][O:19][C:20]2[C:25]3[C:26]4[C:31]([NH:32][C:24]=3[CH:23]=[CH:22][CH:21]=2)=[CH:30][CH:29]=[CH:28][CH:27]=4)=[CH:10][CH:9]=[CH:8][CH:7]=1.[OH2:35].[OH:36][P:34]([OH:38])([OH:37])=[O:35].[OH:36][P:34]([OH:38])([OH:37])=[O:35]. The catalyst class is: 6. (4) Reactant: [C:1]1([S:7]([N:10]2[C:14]3=[N:15][CH:16]=[C:17]([C:19]([O:21][CH3:22])=[O:20])[CH:18]=[C:13]3[CH:12]=[CH:11]2)(=[O:9])=[O:8])[CH:6]=[CH:5][CH:4]=[CH:3][CH:2]=1.[Br:23]N1C(=O)CCC1=O. Product: [Br:23][C:12]1[C:13]2[C:14](=[N:15][CH:16]=[C:17]([C:19]([O:21][CH3:22])=[O:20])[CH:18]=2)[N:10]([S:7]([C:1]2[CH:2]=[CH:3][CH:4]=[CH:5][CH:6]=2)(=[O:9])=[O:8])[CH:11]=1. The catalyst class is: 1. (5) Reactant: [CH3:1][O:2][C:3]1[CH:4]=[C:5]([NH:11][C:12]2[C:13]([NH:22][S:23]([C:26]3[CH:27]=[N:28][CH:29]=[CH:30][CH:31]=3)(=[O:25])=[O:24])=[N:14][C:15]3[C:20]([N:21]=2)=[CH:19][CH:18]=[CH:17][CH:16]=3)[CH:6]=[C:7]([O:9][CH3:10])[CH:8]=1.CS(C)=[O:34].[OH-].[Na+].Cl. Product: [CH3:10][O:9][C:7]1[CH:6]=[C:5]([NH:11][C:12]2[C:13]([NH:22][S:23]([C:26]3[CH:31]=[CH:30][C:29](=[O:34])[NH:28][CH:27]=3)(=[O:24])=[O:25])=[N:14][C:15]3[C:20]([N:21]=2)=[CH:19][CH:18]=[CH:17][CH:16]=3)[CH:4]=[C:3]([O:2][CH3:1])[CH:8]=1. The catalyst class is: 6. (6) Reactant: [CH2:1]([O:3][C:4]([C:6]1[N:7]=[C:8](Br)[S:9][CH:10]=1)=[O:5])[CH3:2].[Cl:12][C:13]1[CH:14]=[C:15](B(O)O)[CH:16]=[CH:17][C:18]=1[F:19].[O-]P(OP(OP([O-])([O-])=O)([O-])=O)(=O)[O-].[K+].[K+].[K+].[K+].[K+].Cl. Product: [CH2:1]([O:3][C:4]([C:6]1[N:7]=[C:8]([C:15]2[CH:16]=[CH:17][C:18]([F:19])=[C:13]([Cl:12])[CH:14]=2)[S:9][CH:10]=1)=[O:5])[CH3:2]. The catalyst class is: 75. (7) Reactant: [O:1]=[C:2]1[O:6][CH2:5][C@:4]2([CH2:10][CH2:9][C@H:8]([C:11]3[CH:16]=[CH:15][C:14]([CH2:17][C:18](O)=[O:19])=[CH:13][CH:12]=3)[CH2:7]2)[NH:3]1.[C:21](Cl)(=O)[C:22](Cl)=O.[Cl-].[Al+3].[Cl-].[Cl-]. Product: [O:19]=[C:18]1[CH2:22][CH2:21][C:15]2[CH:16]=[C:11]([C@H:8]3[CH2:9][CH2:10][C@@:4]4([NH:3][C:2](=[O:1])[O:6][CH2:5]4)[CH2:7]3)[CH:12]=[CH:13][C:14]=2[CH2:17]1. The catalyst class is: 59.